From a dataset of Reaction yield outcomes from USPTO patents with 853,638 reactions. Predict the reaction yield, written as a fraction of the theoretical maximum amount of product (1.0 means a 100% yield; for example, 0.34 means a 34% yield). (1) The reactants are Cl[C:2]1[C:3]([O:8][CH:9]2[CH2:12][N:11]([C:13]3[CH:22]=[CH:21][C:20]4[C:15](=[CH:16][CH:17]=[CH:18][CH:19]=4)[N:14]=3)[CH2:10]2)=[N:4][CH:5]=[CH:6][N:7]=1.CC1(C)C(C)(C)OB([C:31]2[CH2:36][CH2:35][N:34]([C:37]([O:39][C:40]([CH3:43])([CH3:42])[CH3:41])=[O:38])[CH2:33][CH:32]=2)O1.[O-]P([O-])([O-])=O.[K+].[K+].[K+]. The catalyst is O1CCOCC1.O.C1C=CC(P(C2C=CC=CC=2)[C-]2C=CC=C2)=CC=1.C1C=CC(P(C2C=CC=CC=2)[C-]2C=CC=C2)=CC=1.Cl[Pd]Cl.[Fe+2]. The product is [N:14]1[C:15]2[C:20](=[CH:19][CH:18]=[CH:17][CH:16]=2)[CH:21]=[CH:22][C:13]=1[N:11]1[CH2:12][CH:9]([O:8][C:3]2[C:2]([C:31]3[CH2:36][CH2:35][N:34]([C:37]([O:39][C:40]([CH3:43])([CH3:42])[CH3:41])=[O:38])[CH2:33][CH:32]=3)=[N:7][CH:6]=[CH:5][N:4]=2)[CH2:10]1. The yield is 0.650. (2) The reactants are [CH3:1][C:2]1[CH:7]=[CH:6][CH:5]=[C:4]([C:8]2[CH:13]=[C:12]([CH3:14])[CH:11]=[C:10]([CH3:15])[CH:9]=2)[C:3]=1[C:16]([OH:18])=O.C([O-])([O-])=O.[K+].[K+]. The catalyst is S(=O)(=O)(O)O. The product is [CH3:14][C:12]1[C:13]2[C:16](=[O:18])[C:3]3[C:4](=[CH:5][CH:6]=[CH:7][C:2]=3[CH3:1])[C:8]=2[CH:9]=[C:10]([CH3:15])[CH:11]=1. The yield is 0.980. (3) The yield is 0.920. The catalyst is Cl. The product is [CH3:1][C:2]1([CH3:16])[C:11]2[C:6](=[CH:7][C:8]([NH2:12])=[CH:9][CH:10]=2)[O:5][CH2:4][CH2:3]1. The reactants are [CH3:1][C:2]1([CH3:16])[C:11]2[C:6](=[CH:7][C:8]([NH:12]C(=O)C)=[CH:9][CH:10]=2)[O:5][CH2:4][CH2:3]1.[OH-].[Na+]. (4) The reactants are [C:1]([OH:10])(=[O:9])[C:2]1[C:3](=[CH:5][CH:6]=[CH:7][CH:8]=1)[NH2:4].[CH2:11]=[C:12]1[O:16][C:14](=O)[CH2:13]1.C(OC(=O)C)(=O)C. The catalyst is CC(C)=O.O1CCCC1. The product is [O:16]=[C:12]([CH3:11])[CH2:13][C:14]1[O:9][C:1](=[O:10])[C:2]2[CH:8]=[CH:7][CH:6]=[CH:5][C:3]=2[N:4]=1. The yield is 0.570. (5) The reactants are [Cl:1][C:2]1[CH:7]=[CH:6][C:5]([NH:8]C(=O)C(C)(C)C)=[C:4]([CH3:15])[C:3]=1[C:16]([F:19])([F:18])[F:17].Cl. The catalyst is C(O)C. The product is [Cl:1][C:2]1[CH:7]=[CH:6][C:5]([NH2:8])=[C:4]([CH3:15])[C:3]=1[C:16]([F:17])([F:18])[F:19]. The yield is 0.760. (6) The reactants are C(OC([N:11]([C:22]([O:24][C:25]([CH3:28])([CH3:27])[CH3:26])=[O:23])[C:12]1([C:18]([O:20]C)=[O:19])[CH2:14][CH:13]1[CH:15]([F:17])[F:16])=O)C1C=CC=CC=1.C(OC(NC1(C(OC)=O)CC1C(F)F)=O)(C)(C)C.[OH-].[Na+]. The yield is 0.500. The catalyst is CO. The product is [C:25]([O:24][C:22]([NH:11][C:12]1([C:18]([OH:20])=[O:19])[CH2:14][CH:13]1[CH:15]([F:17])[F:16])=[O:23])([CH3:28])([CH3:26])[CH3:27].